This data is from Experimentally validated miRNA-target interactions with 360,000+ pairs, plus equal number of negative samples. The task is: Binary Classification. Given a miRNA mature sequence and a target amino acid sequence, predict their likelihood of interaction. (1) The miRNA is hsa-miR-6765-3p with sequence UCACCUGGCUGGCCCGCCCAG. The protein sequence of the target gene is MAGKKVLIVYAHQEPKSFNGSLKNVAVDELSRQGCTVTVSDLYAMNLEPRATDKDITGTLSNPEVFNYGVETHEAYKQRSLASDITDEQKKVREADLVIFQFPLYWFSVPAILKGWMDRVLCQGFAFDIPGFYDSGLLQGKLALLSVTTGGTAEMYTKTGVNGDSRYFLWPLQHGTLHFCGFKVLAPQISFAPEIASEEERKGMVAAWSQRLQTIWKEEPIPCTAHWHFGQ. Result: 1 (interaction). (2) The miRNA is hsa-miR-450b-5p with sequence UUUUGCAAUAUGUUCCUGAAUA. The protein sequence of the target gene is MADNLPTEFDVVIIGTGLPESILAAACSRSGQRVLHIDSRSYYGGNWASFSFSGLLSWLKEYQQNNDIGEESTVVWQDLIHETEEAITLRKKDETIQHTEAFCYASQDMEDNVEEIGALQKNPSLGVSNTFTEVLDSALPEESQLSYFNSDEMPAKHTQKSDTEISLEVTDVEESVEKEKYCGDKTCMHTVSDKDGDKDESKSTVEDKADEPIRNRITYSQIVKEGRRFNIDLVSKLLYSQGLLIDLLIKSDVSRYVEFKNVTRILAFREGKVEQVPCSRADVFNSKELTMVEKRMLMKF.... Result: 1 (interaction). (3) The miRNA is mmu-miR-6920-5p with sequence ACACAAUGGAAAGACUGCUUGU. The protein sequence of the target gene is MGELCRRDSALTALDEETLWEMMESHRHRIVRCICPSRLTPYLRQAKVLCQLDEEEVLHSPRLTNSAMRAGHLLDLLKTRGKNGAIAFLESLKFHNPDVYTLVTGLQPDVDFSNFSGLMETSKLTECLAGAIGSLQEELNQEKGQKEVLLRRCQQLQEHLGLAETRAEGLHQLEADHSRMKREVSAHFHEVLRLKDEMLSLSLHYSNALQEKELAASRCRSLQEELYLLKQELQRANMVSSCELELQEQSLRTASDQESGDEELNRLKEENEKLRSLTFSLAEKDILEQSLDEARGSRQE.... Result: 0 (no interaction). (4) The miRNA is dre-miR-10b-5p with sequence UACCCUGUAGAACCGAAUUUGUG. The protein sequence of the target gene is MGCTLSAEERAALERSKAIEKNLKEDGISAAKDVKLLLLGAGESGKSTIVKQMKIIHEDGFSGEDVKQYKPVVYSNTIQSLAAIVRAMDTLGVEYGDKERKTDSKMVCDVVSRMEDTEPFSAELLSAMMRLWGDSGIQECFNRSREYQLNDSAKYYLDSLDRIGAGDYQPTEQDILRTRVKTTGIVETHFTFKNLHFRLFDVGGQRSERKKWIHCFEDVTAIIFCVALSGYDQVLHEDETTNRMHESLMLFDSICNNKFFIDTSIILFLNKKDLFGEKIKKSPLTICFPEYPGSNTYEDA.... Result: 0 (no interaction). (5) The miRNA is hsa-miR-15b-5p with sequence UAGCAGCACAUCAUGGUUUACA. The protein sequence of the target gene is MAAPILKDVVAYVEVWSSNGTENYSKTFTTQLVDMGAKVSKTFNKQVTHVIFKDGYQSTWDKAQKRGVKLVSVLWVEKCRTAGAHIDESLFPAANMNEHLSSLIKKKRKCMQPKDFNFKTPENDKRFQKKFEKMAKELQRQKTNLDDDVPILLFESNGSLIYTPTIEINSRHHSAMEKRLQEMKEKRENLSPTSSQMIQQSHDNPSNSLCEAPLNISRDTLCSDEYFAGGLHSSFDDLCGNSGCGNQERKLEGSINDIKSDVCISSLVLKANNIHSSPSFTHLDKSSPQKFLSNLSKEEI.... Result: 1 (interaction).